Dataset: Peptide-MHC class II binding affinity with 134,281 pairs from IEDB. Task: Regression. Given a peptide amino acid sequence and an MHC pseudo amino acid sequence, predict their binding affinity value. This is MHC class II binding data. (1) The peptide sequence is KYKTFEAAFTVSSKR. The MHC is DRB1_1302 with pseudo-sequence DRB1_1302. The binding affinity (normalized) is 0.270. (2) The peptide sequence is INEPTAAAIAYGLVR. The MHC is HLA-DQA10102-DQB10602 with pseudo-sequence HLA-DQA10102-DQB10602. The binding affinity (normalized) is 0.702. (3) The peptide sequence is RDGHEKPMNVQSLGW. The MHC is HLA-DQA10601-DQB10402 with pseudo-sequence HLA-DQA10601-DQB10402. The binding affinity (normalized) is 0. (4) The peptide sequence is WKSILTDPRVKIMRS. The MHC is DRB1_1501 with pseudo-sequence DRB1_1501. The binding affinity (normalized) is 0.600.